Dataset: Forward reaction prediction with 1.9M reactions from USPTO patents (1976-2016). Task: Predict the product of the given reaction. (1) Given the reactants [F:1][C:2]1[CH:7]=[CH:6][C:5]([C:8](=O)[CH:9]([C:25]2[CH:30]=[CH:29][CH:28]=[CH:27][CH:26]=2)[CH:10]([C:20](=O)[CH:21]([CH3:23])[CH3:22])[C:11]([NH:13][C:14]2[CH:19]=[CH:18][CH:17]=[CH:16][CH:15]=2)=[O:12])=[CH:4][CH:3]=1.[NH2:32][CH2:33][CH2:34][C@H:35]1[O:40][C:39]([CH3:42])([CH3:41])[O:38][C@@H:37]([CH2:43][C:44]([O:46][C:47]([CH3:50])([CH3:49])[CH3:48])=[O:45])[CH2:36]1.C1CCCCC1.CC(C)(C)C(O)=O, predict the reaction product. The product is: [C:47]([O:46][C:44](=[O:45])[CH2:43][C@H:37]1[CH2:36][C@@H:35]([CH2:34][CH2:33][N:32]2[C:20]([CH:21]([CH3:23])[CH3:22])=[C:10]([C:11](=[O:12])[NH:13][C:14]3[CH:19]=[CH:18][CH:17]=[CH:16][CH:15]=3)[C:9]([C:25]3[CH:26]=[CH:27][CH:28]=[CH:29][CH:30]=3)=[C:8]2[C:5]2[CH:6]=[CH:7][C:2]([F:1])=[CH:3][CH:4]=2)[O:40][C:39]([CH3:42])([CH3:41])[O:38]1)([CH3:50])([CH3:49])[CH3:48]. (2) Given the reactants F[C:2](F)(F)[C:3]([OH:5])=[O:4].C(OC([N:15]1[CH2:21][CH2:20][CH2:19][N:18]([C:22]2[C:27]([CH2:28][NH:29][C:30]3[N:34]([C:35]4[CH:40]=[CH:39][C:38]([F:41])=[C:37]([Cl:42])[C:36]=4[Cl:43])[N:33]=[N:32][N:31]=3)=[CH:26][CH:25]=[CH:24][N:23]=2)[CH2:17][CH2:16]1)=O)(C)(C)C, predict the reaction product. The product is: [C:3]([OH:5])(=[O:4])[CH3:2].[C:3]([OH:5])(=[O:4])[CH3:2].[N:18]1([C:22]2[C:27]([CH2:28][NH:29][C:30]3[N:34]([C:35]4[CH:40]=[CH:39][C:38]([F:41])=[C:37]([Cl:42])[C:36]=4[Cl:43])[N:33]=[N:32][N:31]=3)=[CH:26][CH:25]=[CH:24][N:23]=2)[CH2:19][CH2:20][CH2:21][NH:15][CH2:16][CH2:17]1. (3) The product is: [Cl:16][C:17]1[C:18]([C:27]2[O:28][CH:29]=[CH:30][N:31]=2)=[N:19][N:20]([CH2:23][C:24]([N:10]2[CH2:9][CH2:8][C:7]([CH2:6][C:5]3[CH:4]=[CH:3][C:2]([F:1])=[CH:15][CH:14]=3)([OH:13])[CH2:12][CH2:11]2)=[O:25])[C:21]=1[CH3:22]. Given the reactants [F:1][C:2]1[CH:15]=[CH:14][C:5]([CH2:6][C:7]2([OH:13])[CH2:12][CH2:11][NH:10][CH2:9][CH2:8]2)=[CH:4][CH:3]=1.[Cl:16][C:17]1[C:18]([C:27]2[O:28][CH:29]=[CH:30][N:31]=2)=[N:19][N:20]([CH2:23][C:24](O)=[O:25])[C:21]=1[CH3:22].F[P-](F)(F)(F)(F)F.N1([PH+](N2CCCC2)N2CCCC2)CCCC1.CCN(C(C)C)C(C)C, predict the reaction product. (4) The product is: [CH:1]1([C:6]#[C:7][C:33]#[N:34])[CH2:5][CH2:4][CH2:3][CH2:2]1. Given the reactants [CH:1]1([C:6]#[CH:7])[CH2:5][CH2:4][CH2:3][CH2:2]1.O1CCCC1.C([Li])CCC.CCCCCC.C1(C#C)CCCC1.[Li].O(C1C=CC=CC=1)[C:33]#[N:34], predict the reaction product. (5) Given the reactants [CH2:1]([C:3]1[N:4]([C:28]2[CH:33]=[CH:32][C:31]([O:34]C)=[CH:30][CH:29]=2)[C:5](=[O:27])[C:6]([CH2:12][C:13]2[CH:18]=[CH:17][C:16]([C:19]3[C:20]([C:25]#[N:26])=[CH:21][CH:22]=[CH:23][CH:24]=3)=[CH:15][CH:14]=2)=[C:7]([CH2:9][CH2:10][CH3:11])[N:8]=1)[CH3:2].B(Br)(Br)Br.C(OCC)(=O)C.O, predict the reaction product. The product is: [CH2:1]([C:3]1[N:4]([C:28]2[CH:33]=[CH:32][C:31]([OH:34])=[CH:30][CH:29]=2)[C:5](=[O:27])[C:6]([CH2:12][C:13]2[CH:18]=[CH:17][C:16]([C:19]3[C:20]([C:25]#[N:26])=[CH:21][CH:22]=[CH:23][CH:24]=3)=[CH:15][CH:14]=2)=[C:7]([CH2:9][CH2:10][CH3:11])[N:8]=1)[CH3:2]. (6) Given the reactants Br[C:2]1[CH:3]=[CH:4][C:5]([O:10][CH:11]([CH3:13])[CH3:12])=[C:6]([CH:9]=1)[C:7]#[N:8].[S:14]1[CH:18]=[CH:17][CH:16]=[C:15]1B(O)O.C(=O)([O-])[O-].[K+].[K+].CC(O)C(O)C.O, predict the reaction product. The product is: [CH:11]([O:10][C:5]1[CH:4]=[CH:3][C:2]([C:15]2[S:14][CH:18]=[CH:17][CH:16]=2)=[CH:9][C:6]=1[C:7]#[N:8])([CH3:13])[CH3:12]. (7) The product is: [OH:22][C:2]1[N:7]=[CH:6][C:5]([C:8]2[C:9](=[O:19])[N:10]([C:13]3[CH:18]=[CH:17][CH:16]=[CH:15][N:14]=3)[NH:11][CH:12]=2)=[CH:4][CH:3]=1. Given the reactants Cl[C:2]1[N:7]=[CH:6][C:5]([C:8]2[C:9](=[O:19])[N:10]([C:13]3[CH:18]=[CH:17][CH:16]=[CH:15][N:14]=3)[NH:11][CH:12]=2)=[CH:4][CH:3]=1.C([O-])(=[O:22])C.[NH4+].C1(C)C=CC=CC=1, predict the reaction product. (8) Given the reactants [CH3:1][C:2]1[CH:3]=[CH:4][CH:5]=[C:6]2[C:11]=1[NH:10][C:9](=[O:12])[C:8]([CH:13]=O)=[CH:7]2.[CH3:15][O:16][CH2:17][CH2:18][CH2:19][NH2:20].C(O[BH-](OC(=O)C)OC(=O)C)(=O)C.[Na+].CCN(C(C)C)C(C)C.[CH3:44][N:45]1[C:50]2[CH:51]=[CH:52][C:53]([S:55](Cl)(=[O:57])=[O:56])=[CH:54][C:49]=2[O:48][CH2:47][CH2:46]1, predict the reaction product. The product is: [CH3:15][O:16][CH2:17][CH2:18][CH2:19][N:20]([CH2:13][C:8]1[C:9](=[O:12])[NH:10][C:11]2[C:6]([CH:7]=1)=[CH:5][CH:4]=[CH:3][C:2]=2[CH3:1])[S:55]([C:53]1[CH:52]=[CH:51][C:50]2[N:45]([CH3:44])[CH2:46][CH2:47][O:48][C:49]=2[CH:54]=1)(=[O:56])=[O:57].